Dataset: Tyrosyl-DNA phosphodiesterase HTS with 341,365 compounds. Task: Binary Classification. Given a drug SMILES string, predict its activity (active/inactive) in a high-throughput screening assay against a specified biological target. (1) The drug is O(c1c(CC(O\N=C(/N)c2ccc(OC)cc2)=O)cccc1)C. The result is 0 (inactive). (2) The molecule is S(=O)(=O)(Nc1ccc(NC(=O)/C=C\C(O)=O)cc1)c1ccc(cc1)C. The result is 0 (inactive). (3) The drug is O=C(N(CC1CN(C2Cc3c(C2)cccc3)CCC1)CCOC)c1ccc(cc1)C(=O)C. The result is 0 (inactive). (4) The drug is S(=O)(=O)(N1CC(CCC1)C(OCC)=O)c1c(=O)n(c(=O)n(c1)C)C. The result is 0 (inactive). (5) The result is 0 (inactive). The drug is S(=O)(=O)(N1CCCCC1)c1cc(NC(=O)C(NC(=O)c2ccc(OCC)cc2)C(C)C)ccc1.